The task is: Predict which catalyst facilitates the given reaction.. This data is from Catalyst prediction with 721,799 reactions and 888 catalyst types from USPTO. Product: [CH2:26]([S:28][C:29]([O:30][CH2:31][O:17][C:16](=[O:18])[C@@H:12]([NH:11][C:1]([O:3][CH2:4][C:5]1[CH:10]=[CH:9][CH:8]=[CH:7][CH:6]=1)=[O:2])[CH:13]([CH3:14])[CH3:15])=[O:33])[CH3:27]. The catalyst class is: 475. Reactant: [C:1]([NH:11][C@H:12]([C:16]([OH:18])=[O:17])[CH:13]([CH3:15])[CH3:14])([O:3][CH2:4][C:5]1[CH:10]=[CH:9][CH:8]=[CH:7][CH:6]=1)=[O:2].[Cs].C(=O)([O-])[O-].[Cs+].[Cs+].[CH2:26]([S:28][C:29](=[O:33])[O:30][CH2:31]Cl)[CH3:27].